From a dataset of Reaction yield outcomes from USPTO patents with 853,638 reactions. Predict the reaction yield, written as a fraction of the theoretical maximum amount of product (1.0 means a 100% yield; for example, 0.34 means a 34% yield). (1) The reactants are Br[C:2]1[CH:3]=[C:4]2[C:9](=[CH:10][CH:11]=1)[N:8]=[CH:7][C:6]([S:12]([CH3:15])(=[O:14])=[O:13])=[C:5]2[NH:16][C:17]1[CH:18]=[CH:19][C:20]([N:23]2[CH2:28][CH2:27][CH2:26][CH:25]([NH:29]C(=O)OC(C)(C)C)[CH2:24]2)=[N:21][CH:22]=1.[Cl:37][C:38]1[CH:43]=[C:42](B2OC(C)(C)C(C)(C)O2)[CH:41]=[C:40]([Cl:53])[C:39]=1[OH:54].C([O-])([O-])=O.[Cs+].[Cs+]. The catalyst is O1CCOCC1.C1C=CC(P(C2C=CC=CC=2)[C-]2C=CC=C2)=CC=1.C1C=CC(P(C2C=CC=CC=2)[C-]2C=CC=C2)=CC=1.Cl[Pd]Cl.[Fe+2]. The product is [NH2:29][CH:25]1[CH2:26][CH2:27][CH2:28][N:23]([C:20]2[N:21]=[CH:22][C:17]([NH:16][C:5]3[C:4]4[C:9](=[CH:10][CH:11]=[C:2]([C:42]5[CH:41]=[C:40]([Cl:53])[C:39]([OH:54])=[C:38]([Cl:37])[CH:43]=5)[CH:3]=4)[N:8]=[CH:7][C:6]=3[S:12]([CH3:15])(=[O:14])=[O:13])=[CH:18][CH:19]=2)[CH2:24]1. The yield is 0.100. (2) The reactants are [N+:1]([C:4]1[CH:16]=[CH:15][CH:14]=[CH:13][C:5]=1[CH2:6][S:7]([N:10]([CH3:12])[CH3:11])(=[O:9])=[O:8])([O-])=O. The catalyst is [Pd]. The product is [NH2:1][C:4]1[CH:16]=[CH:15][CH:14]=[CH:13][C:5]=1[CH2:6][S:7]([N:10]([CH3:12])[CH3:11])(=[O:9])=[O:8]. The yield is 0.960. (3) The reactants are [NH2:1][C:2]1[CH:17]=[C:16]([O:18][CH3:19])[C:15]([O:20][CH3:21])=[CH:14][C:3]=1[C:4]([C:6]1[CH:7]=[C:8]([CH:11]=[CH:12][CH:13]=1)[C:9]#[N:10])=O.[Br-].Br[CH2:24][C:25]([O-:27])=O.C([O-])([O-])=O.[Na+].[Na+].CO.[NH3:36]. The catalyst is ClCCl. The product is [CH3:21][O:20][C:15]1[C:16]([O:18][CH3:19])=[CH:17][C:2]2[NH:1][C:25](=[O:27])[CH2:24][N:36]=[C:4]([C:6]3[CH:7]=[C:8]([CH:11]=[CH:12][CH:13]=3)[C:9]#[N:10])[C:3]=2[CH:14]=1. The yield is 0.800. (4) The reactants are N1C=CC=CC=1.[F:7][C:8]1[CH:13]=[CH:12][C:11]([C:14](=[O:32])[CH2:15][NH:16][C:17]([CH:19]2[CH2:24][CH2:23][CH2:22][N:21]([C:25]([O:27][C:28]([CH3:31])([CH3:30])[CH3:29])=[O:26])[CH2:20]2)=O)=[CH:10][CH:9]=1.FC(F)(F)S(OS(C(F)(F)F)(=O)=O)(=O)=O. The catalyst is C(Cl)Cl. The product is [F:7][C:8]1[CH:13]=[CH:12][C:11]([C:14]2[O:32][C:17]([CH:19]3[CH2:24][CH2:23][CH2:22][N:21]([C:25]([O:27][C:28]([CH3:29])([CH3:30])[CH3:31])=[O:26])[CH2:20]3)=[N:16][CH:15]=2)=[CH:10][CH:9]=1. The yield is 0.320. (5) The reactants are [CH2:1]([N:8]1[CH2:13][CH2:12][N:11]([C:14]2[CH:22]=[CH:21][CH:20]=[C:19]3[C:15]=2[CH:16]=[N:17][NH:18]3)[CH2:10][CH2:9]1)[C:2]1[CH:7]=[CH:6][CH:5]=[CH:4][CH:3]=1.[H-].[Na+].[C:25]1([S:31]([Cl:34])(=[O:33])=[O:32])[CH:30]=[CH:29][CH:28]=[CH:27][CH:26]=1.C([O-])(O)=O.[Na+]. The catalyst is CN(C)C=O.O. The product is [ClH:34].[CH2:1]([N:8]1[CH2:13][CH2:12][N:11]([C:14]2[CH:22]=[CH:21][CH:20]=[C:19]3[C:15]=2[CH:16]=[N:17][N:18]3[S:31]([C:25]2[CH:30]=[CH:29][CH:28]=[CH:27][CH:26]=2)(=[O:33])=[O:32])[CH2:10][CH2:9]1)[C:2]1[CH:3]=[CH:4][CH:5]=[CH:6][CH:7]=1. The yield is 0.910. (6) The reactants are [CH2:1]([N:8](CC1C=CC(OC)=CC=1)[C:9]1[C:18]2[C:13](=[CH:14][CH:15]=[CH:16][C:17]=2[C:19]2[CH:24]=[CH:23][CH:22]=[CH:21][CH:20]=2)[C:12]([C:25]2[CH:26]=[C:27]([S:31]([NH:34]C(C)(C)C)(=[O:33])=[O:32])[CH:28]=[N:29][CH:30]=2)=[C:11]([CH3:39])[N:10]=1)[C:2]1[CH:7]=[CH:6][CH:5]=[CH:4][CH:3]=1. The catalyst is C(O)(C(F)(F)F)=O. The product is [CH2:1]([NH:8][C:9]1[C:18]2[C:13](=[CH:14][CH:15]=[CH:16][C:17]=2[C:19]2[CH:24]=[CH:23][CH:22]=[CH:21][CH:20]=2)[C:12]([C:25]2[CH:26]=[C:27]([S:31]([NH2:34])(=[O:33])=[O:32])[CH:28]=[N:29][CH:30]=2)=[C:11]([CH3:39])[N:10]=1)[C:2]1[CH:7]=[CH:6][CH:5]=[CH:4][CH:3]=1. The yield is 0.200.